Dataset: Reaction yield outcomes from USPTO patents with 853,638 reactions. Task: Predict the reaction yield, written as a fraction of the theoretical maximum amount of product (1.0 means a 100% yield; for example, 0.34 means a 34% yield). (1) The reactants are C[O:2][CH2:3][CH2:4][O:5][C:6]1[CH:7]=[CH:8][C:9]2[C:10]3[C:18]([C:19]4[CH:24]=[CH:23][CH:22]=[C:21]([N:25]5[C:34](=[O:35])[C:33]6[C:28](=[CH:29][CH:30]=[CH:31][CH:32]=6)[N:27]=[CH:26]5)[C:20]=4[CH3:36])=[N:17][N:16]=[C:15]([C:37]([NH2:39])=[O:38])[C:11]=3[NH:12][C:13]=2[CH:14]=1.BrB(Br)Br.ClCCl. The catalyst is ClCCl.CO. The product is [OH:2][CH2:3][CH2:4][O:5][C:6]1[CH:7]=[CH:8][C:9]2[C:10]3[C:18]([C:19]4[CH:24]=[CH:23][CH:22]=[C:21]([N:25]5[C:34](=[O:35])[C:33]6[C:28](=[CH:29][CH:30]=[CH:31][CH:32]=6)[N:27]=[CH:26]5)[C:20]=4[CH3:36])=[N:17][N:16]=[C:15]([C:37]([NH2:39])=[O:38])[C:11]=3[NH:12][C:13]=2[CH:14]=1. The yield is 0.188. (2) The product is [CH3:13][CH:10]1[C:9]2[C:4](=[CH:5][CH:6]=[CH:7][CH:8]=2)[CH:3]([NH2:11])[CH2:2]1. The catalyst is [Pd]. The yield is 0.960. The reactants are C[CH:2]1[CH2:10][C:9]2[C:4](=[CH:5][CH:6]=[CH:7][CH:8]=2)[C:3]1=[N:11]O.[CH3:13]O. (3) The reactants are C(OC([N:8]1[CH2:16][C:15]2[C:10](=[CH:11][CH:12]=[C:13](I)[CH:14]=2)[CH2:9]1)=O)(C)(C)C.C1([As](C2C=CC=CC=2)C2C=CC=CC=2)C=CC=CC=1.[CH2:37]([O:39]C([Sn](CCCC)(CCCC)CCCC)=C)[CH3:38]. The catalyst is O1CCOCC1.C([O-])(=O)C.[Pd+2].C([O-])(=O)C. The product is [CH2:9]1[C:10]2[C:15](=[CH:14][C:13]([C:37](=[O:39])[CH3:38])=[CH:12][CH:11]=2)[CH2:16][NH:8]1. The yield is 0.950.